Dataset: Full USPTO retrosynthesis dataset with 1.9M reactions from patents (1976-2016). Task: Predict the reactants needed to synthesize the given product. Given the product [CH:10]1([C:8]2[N:7]([CH:13]([CH3:15])[CH3:14])[C:3]([C:4](=[O:6])[CH3:5])=[CH:2][N:1]=2)[CH2:12][CH2:11]1, predict the reactants needed to synthesize it. The reactants are: [NH2:1]/[CH:2]=[C:3](\[N:7]([CH:13]([CH3:15])[CH3:14])[C:8]([CH:10]1[CH2:12][CH2:11]1)=O)/[C:4](=[O:6])[CH3:5].[OH-].[Na+].